This data is from Reaction yield outcomes from USPTO patents with 853,638 reactions. The task is: Predict the reaction yield, written as a fraction of the theoretical maximum amount of product (1.0 means a 100% yield; for example, 0.34 means a 34% yield). (1) The reactants are Br[C:2]1[CH:10]=[C:9]2[C:5]([C:6]([C:22]#[N:23])=[C:7]([C:13]3[CH:18]=[CH:17][C:16]([O:19][CH2:20][CH3:21])=[CH:15][CH:14]=3)[N:8]2[CH2:11][CH3:12])=[CH:4][CH:3]=1.BrC1C=C2C(C=CN2)=CC=1.C([O-])([O-])=O.[K+].[K+].[C:40](=[O:47])([O:42][C:43]([CH3:46])([CH3:45])[CH3:44])[NH2:41].CNC1CCCCC1NC. The catalyst is [Cu]I.C1(C)C=CC=CC=1. The product is [C:43]([O:42][C:40](=[O:47])[NH:41][C:2]1[CH:10]=[C:9]2[C:5]([C:6]([C:22]#[N:23])=[C:7]([C:13]3[CH:18]=[CH:17][C:16]([O:19][CH2:20][CH3:21])=[CH:15][CH:14]=3)[N:8]2[CH2:11][CH3:12])=[CH:4][CH:3]=1)([CH3:46])([CH3:45])[CH3:44]. The yield is 0.840. (2) The yield is 0.680. No catalyst specified. The reactants are [CH3:1][O:2][C:3]1[CH:4]=[C:5]([OH:11])[CH:6]=[CH:7][C:8]=1[O:9][CH3:10].F[C:13]1[CH:18]=[CH:17][CH:16]=[CH:15][C:14]=1[N+:19]([O-:21])=[O:20].[CH3:22][O:23][C:24]1[CH:25]=[C:26]([CH:35]=[CH:36][C:37]=1[O:38][CH3:39])[O:27][C:28]1[CH:34]=[CH:33][CH:32]=[CH:31][C:29]=1[NH2:30].[NH2:40][C:41]1[S:42][CH:43]=[CH:44][N:45]=1. The product is [CH3:1][O:2][C:3]1[CH:4]=[C:5]([CH:6]=[CH:7][C:8]=1[O:9][CH3:10])[O:11][C:13]1[CH:18]=[CH:17][CH:16]=[CH:15][C:14]=1[N+:19]([O-:21])=[O:20].[CH3:22][O:23][C:24]1[CH:25]=[C:26]([CH:35]=[CH:36][C:37]=1[O:38][CH3:39])[O:27][C:28]1[CH:34]=[CH:33][CH:32]=[CH:31][C:29]=1[NH:30][C:5]([NH:40][C:41]1[S:42][CH:43]=[CH:44][N:45]=1)=[O:11]. (3) The reactants are [CH:1]([C:3]1[CH:4]=[C:5]([CH2:9][C:10]([O:12][CH2:13][CH3:14])=[O:11])[CH:6]=[CH:7][CH:8]=1)=[CH2:2]. The catalyst is C(O)C.[Pd]. The product is [CH2:1]([C:3]1[CH:4]=[C:5]([CH2:9][C:10]([O:12][CH2:13][CH3:14])=[O:11])[CH:6]=[CH:7][CH:8]=1)[CH3:2]. The yield is 0.770.